Dataset: NCI-60 drug combinations with 297,098 pairs across 59 cell lines. Task: Regression. Given two drug SMILES strings and cell line genomic features, predict the synergy score measuring deviation from expected non-interaction effect. (1) Drug 1: CCC1(CC2CC(C3=C(CCN(C2)C1)C4=CC=CC=C4N3)(C5=C(C=C6C(=C5)C78CCN9C7C(C=CC9)(C(C(C8N6C)(C(=O)OC)O)OC(=O)C)CC)OC)C(=O)OC)O.OS(=O)(=O)O. Cell line: SNB-75. Synergy scores: CSS=29.6, Synergy_ZIP=0.317, Synergy_Bliss=-1.30, Synergy_Loewe=-7.17, Synergy_HSA=-1.14. Drug 2: CC1CCCC2(C(O2)CC(NC(=O)CC(C(C(=O)C(C1O)C)(C)C)O)C(=CC3=CSC(=N3)C)C)C. (2) Drug 1: CCC1(CC2CC(C3=C(CCN(C2)C1)C4=CC=CC=C4N3)(C5=C(C=C6C(=C5)C78CCN9C7C(C=CC9)(C(C(C8N6C=O)(C(=O)OC)O)OC(=O)C)CC)OC)C(=O)OC)O.OS(=O)(=O)O. Drug 2: C1=NC2=C(N=C(N=C2N1C3C(C(C(O3)CO)O)F)Cl)N. Cell line: MDA-MB-231. Synergy scores: CSS=27.4, Synergy_ZIP=-6.07, Synergy_Bliss=-0.993, Synergy_Loewe=-7.62, Synergy_HSA=1.92. (3) Drug 1: CC1C(C(CC(O1)OC2CC(CC3=C2C(=C4C(=C3O)C(=O)C5=C(C4=O)C(=CC=C5)OC)O)(C(=O)C)O)N)O.Cl. Drug 2: C1=NC(=NC(=O)N1C2C(C(C(O2)CO)O)O)N. Cell line: SK-MEL-2. Synergy scores: CSS=18.2, Synergy_ZIP=-5.94, Synergy_Bliss=-1.75, Synergy_Loewe=-3.39, Synergy_HSA=-1.11. (4) Synergy scores: CSS=4.53, Synergy_ZIP=-7.20, Synergy_Bliss=-4.37, Synergy_Loewe=-28.7, Synergy_HSA=-4.07. Drug 2: CCC1(C2=C(COC1=O)C(=O)N3CC4=CC5=C(C=CC(=C5CN(C)C)O)N=C4C3=C2)O.Cl. Cell line: SF-295. Drug 1: CCCS(=O)(=O)NC1=C(C(=C(C=C1)F)C(=O)C2=CNC3=C2C=C(C=N3)C4=CC=C(C=C4)Cl)F. (5) Drug 1: CC1=CC2C(CCC3(C2CCC3(C(=O)C)OC(=O)C)C)C4(C1=CC(=O)CC4)C. Drug 2: CC(C)(C#N)C1=CC(=CC(=C1)CN2C=NC=N2)C(C)(C)C#N. Cell line: UACC-257. Synergy scores: CSS=-2.82, Synergy_ZIP=1.63, Synergy_Bliss=-2.27, Synergy_Loewe=-3.22, Synergy_HSA=-4.99.